From a dataset of Full USPTO retrosynthesis dataset with 1.9M reactions from patents (1976-2016). Predict the reactants needed to synthesize the given product. (1) Given the product [C:1]([O:5][C:6](=[O:15])[C:7]1[CH:12]=[CH:11][CH:10]=[C:9]([CH3:14])[CH:8]=1)([CH3:4])([CH3:3])[CH3:2], predict the reactants needed to synthesize it. The reactants are: [C:1]([O:5][C:6](=[O:15])[C:7]1[CH:12]=[CH:11][C:10](Br)=[C:9]([CH3:14])[CH:8]=1)([CH3:4])([CH3:3])[CH3:2]. (2) Given the product [Br:28][C:18]1[S:17][C:16]([C@@:2]2([OH:1])[CH2:8][CH2:7][CH2:6][N:5]([C:9]([O:11][C:12]([CH3:13])([CH3:14])[CH3:15])=[O:10])[CH2:4][CH2:3]2)=[N:20][CH:19]=1, predict the reactants needed to synthesize it. The reactants are: [OH:1][C@:2]1([C:16]2[S:17][CH:18]=[CH:19][N:20]=2)[CH2:8][CH2:7][CH2:6][N:5]([C:9]([O:11][C:12]([CH3:15])([CH3:14])[CH3:13])=[O:10])[CH2:4][CH2:3]1.C1C(=O)N([Br:28])C(=O)C1.[O-]S([O-])=O.[Na+].[Na+].